The task is: Predict the reactants needed to synthesize the given product.. This data is from Full USPTO retrosynthesis dataset with 1.9M reactions from patents (1976-2016). (1) Given the product [N:12]([C:11]1[CH:13]=[CH:14][C:8]([N+:5]([O-:7])=[O:6])=[CH:9][CH:10]=1)=[N+:15]=[N-:16], predict the reactants needed to synthesize it. The reactants are: N([O-])=O.[Na+].[N+:5]([C:8]1[CH:14]=[CH:13][C:11]([NH2:12])=[CH:10][CH:9]=1)([O-:7])=[O:6].[N-:15]=[N+:16]=[N-].[Na+]. (2) Given the product [OH:15][C:16]1([C:2]2[CH:7]=[CH:6][CH:5]=[CH:4][CH:3]=2)[CH2:17][CH:18]2[CH2:22][N:21]([C:23]([O:25][CH2:26][C:27]3[CH:32]=[CH:31][CH:30]=[CH:29][CH:28]=3)=[O:24])[CH2:20][CH:19]2[CH2:33]1, predict the reactants needed to synthesize it. The reactants are: Br[C:2]1[CH:7]=[CH:6][CH:5]=[CH:4][CH:3]=1.[Li]C(CC)C.N#N.[O:15]=[C:16]1[CH2:33][CH:19]2[CH2:20][N:21]([C:23]([O:25][CH2:26][C:27]3[CH:32]=[CH:31][CH:30]=[CH:29][CH:28]=3)=[O:24])[CH2:22][CH:18]2[CH2:17]1. (3) Given the product [CH2:19]([N:11]1[C:12]2[CH:17]=[CH:16][CH:15]=[CH:14][C:13]=2[C:7]([C:1]2[CH:2]=[CH:3][CH:4]=[CH:5][CH:6]=2)=[N:8][CH2:9][C:10]1=[O:18])[CH:20]([CH3:22])[CH3:21], predict the reactants needed to synthesize it. The reactants are: [C:1]1([C:7]2[C:13]3[CH:14]=[CH:15][CH:16]=[CH:17][C:12]=3[NH:11][C:10](=[O:18])[CH2:9][N:8]=2)[CH:6]=[CH:5][CH:4]=[CH:3][CH:2]=1.[CH2:19](I)[CH:20]([CH3:22])[CH3:21]. (4) Given the product [CH2:20]([O:22][C:23]([C:25]1[CH:26]=[N:27][N:28]([C:31]2[C:36]([Cl:37])=[CH:9][C:8]([CH:5]=[CH2:7])=[CH:10][N:32]=2)[C:29]=1[CH3:30])=[O:24])[CH3:21], predict the reactants needed to synthesize it. The reactants are: C(B1O[C:8]([CH3:10])([CH3:9])[C:5]([CH3:7])(C)O1)=C.P([O-])([O-])([O-])=O.[K+].[K+].[K+].[CH2:20]([O:22][C:23]([C:25]1[CH:26]=[N:27][N:28]([C:31]2[C:36]([Cl:37])=CC(Br)=C[N:32]=2)[C:29]=1[CH3:30])=[O:24])[CH3:21]. (5) Given the product [CH:1]1([NH:4][C:5](=[O:6])[NH:7][C:8]2[CH:9]=[CH:10][C:11]([C:14]3[N:15]=[C:16]([N:23]4[CH2:28][CH2:27][O:26][CH2:25][C@@H:24]4[CH3:29])[C:17]4[CH2:22][N:21]([CH2:39][CH2:40][CH2:41][C:42]([OH:44])=[O:43])[CH2:20][C:18]=4[N:19]=3)=[CH:12][CH:13]=2)[CH2:2][CH2:3]1, predict the reactants needed to synthesize it. The reactants are: [CH:1]1([NH:4][C:5]([NH:7][C:8]2[CH:13]=[CH:12][C:11]([C:14]3[N:15]=[C:16]([N:23]4[CH2:28][CH2:27][O:26][CH2:25][C@@H:24]4[CH3:29])[C:17]4[CH2:22][NH:21][CH2:20][C:18]=4[N:19]=3)=[CH:10][CH:9]=2)=[O:6])[CH2:3][CH2:2]1.Cl.C(N(CC)CC)C.O=[CH:39][CH2:40][CH2:41][C:42]([OH:44])=[O:43].C(O[BH-](OC(=O)C)OC(=O)C)(=O)C.[Na+]. (6) Given the product [NH2:22][C:19]1[CH:20]=[CH:21][C:16]([O:15][C:13]2[CH:12]=[CH:11][N:10]=[C:9]([NH2:8])[CH:14]=2)=[CH:17][C:18]=1[F:23], predict the reactants needed to synthesize it. The reactants are: COC1C=CC(C[NH:8][C:9]2[CH:14]=[C:13]([O:15][C:16]3[CH:21]=[CH:20][C:19]([NH2:22])=[C:18]([F:23])[CH:17]=3)[CH:12]=[CH:11][N:10]=2)=CC=1.[N+]([O-])([O-])=O.[Ce+4].[NH4+].[N+]([O-])([O-])=O.[N+]([O-])([O-])=O.[N+]([O-])([O-])=O.[N+]([O-])([O-])=O. (7) Given the product [Cl:1][C:2]1[C:11]2[C:6](=[CH:7][C:8]([C:12]([F:15])([F:14])[F:13])=[CH:9][CH:10]=2)[N:5]=[C:4]([C:16]([NH:25][CH2:22][CH2:23][CH3:24])=[O:17])[N:3]=1, predict the reactants needed to synthesize it. The reactants are: [Cl:1][C:2]1[C:11]2[C:6](=[CH:7][C:8]([C:12]([F:15])([F:14])[F:13])=[CH:9][CH:10]=2)[N:5]=[C:4]([C:16](Cl)=[O:17])[N:3]=1.C(O)C.[CH2:22]([NH2:25])[CH2:23][CH3:24]. (8) Given the product [C:1]([O:5][C:6]([N:8]1[C:16]2[C:11](=[CH:12][C:13]([Br:27])=[C:14]([CH2:17][C:18]3[CH:23]=[CH:22][C:21]([F:24])=[CH:20][CH:19]=3)[CH:15]=2)[C:10]([CH3:26])([CH3:25])[CH2:9]1)=[O:7])([CH3:4])([CH3:2])[CH3:3], predict the reactants needed to synthesize it. The reactants are: [C:1]([O:5][C:6]([N:8]1[C:16]2[C:11](=[CH:12][CH:13]=[C:14]([CH2:17][C:18]3[CH:23]=[CH:22][C:21]([F:24])=[CH:20][CH:19]=3)[CH:15]=2)[C:10]([CH3:26])([CH3:25])[CH2:9]1)=[O:7])([CH3:4])([CH3:3])[CH3:2].[Br:27]N1C(=O)CCC1=O. (9) Given the product [Br:17][C:18]1[CH:26]=[CH:25][C:21]([C:22]([N:13]2[CH2:14][CH2:15][N:10]([C:4]3[CH:5]=[CH:6][C:7]([CH3:9])=[CH:8][C:3]=3[CH3:2])[C:11](=[O:16])[CH2:12]2)=[O:23])=[C:20]([S:27]([CH3:30])(=[O:29])=[O:28])[CH:19]=1, predict the reactants needed to synthesize it. The reactants are: Cl.[CH3:2][C:3]1[CH:8]=[C:7]([CH3:9])[CH:6]=[CH:5][C:4]=1[N:10]1[CH2:15][CH2:14][NH:13][CH2:12][C:11]1=[O:16].[Br:17][C:18]1[CH:26]=[CH:25][C:21]([C:22](O)=[O:23])=[C:20]([S:27]([CH3:30])(=[O:29])=[O:28])[CH:19]=1.O.[Cl-].COC1N=C(OC)N=C([N+]2(C)CCOCC2)N=1.CN1CCOCC1.